From a dataset of Catalyst prediction with 721,799 reactions and 888 catalyst types from USPTO. Predict which catalyst facilitates the given reaction. (1) Reactant: C[C:2]([CH3:14])([CH3:13])[C:3]([NH:5][C:6]1[CH:7]=NC=C[C:11]=1I)=[O:4].C(=O)([O-])[O-].[Na+].[Na+]. Product: [CH:6]([N:5]([CH:6]([CH3:11])[CH3:7])[C:3](=[O:4])[C:2]1[CH:13]=[CH:13][CH:2]=[CH:3][CH:14]=1)([CH3:7])[CH3:11]. The catalyst class is: 128. (2) Product: [Cl:12][C:13]1[CH:14]=[C:15]([CH:19]=[CH:20][CH:21]=1)[C:16]([NH:1][C:2]1[CH:10]=[CH:9][C:8]([CH3:11])=[CH:7][C:3]=1[C:4]([O:6][CH3:22])=[O:5])=[O:17]. Reactant: [NH2:1][C:2]1[CH:10]=[CH:9][C:8]([CH3:11])=[CH:7][C:3]=1[C:4]([OH:6])=[O:5].[Cl:12][C:13]1[CH:14]=[C:15]([CH:19]=[CH:20][CH:21]=1)[C:16](Cl)=[O:17].[CH3:22][O-].[Na+]. The catalyst class is: 17. (3) Reactant: [C:1]([O:5][C:6]([N:8]1[CH2:13][C@H:12]2[C@H:10]([C:11]2([CH3:15])[CH3:14])[CH:9]1O)=[O:7])([CH3:4])([CH3:3])[CH3:2].C[Si]([C:21]#[N:22])(C)C. Product: [C:1]([O:5][C:6]([N:8]1[CH2:13][C@H:12]2[C@H:10]([C:11]2([CH3:15])[CH3:14])[C@H:9]1[C:21]#[N:22])=[O:7])([CH3:4])([CH3:3])[CH3:2]. The catalyst class is: 11.